This data is from Reaction yield outcomes from USPTO patents with 853,638 reactions. The task is: Predict the reaction yield, written as a fraction of the theoretical maximum amount of product (1.0 means a 100% yield; for example, 0.34 means a 34% yield). The reactants are [F-].C([N+](CCCC)(CCCC)CCCC)CCC.[Si]([O:26][CH2:27][C@H:28]([CH3:55])[O:29][C:30]1[CH:31]=[C:32]([CH:41]=[C:42]([O:44][C:45]2[CH:50]=[CH:49][C:48]([S:51]([CH3:54])(=[O:53])=[O:52])=[CH:47][CH:46]=2)[CH:43]=1)[C:33]([NH:35][C:36]1[S:37][CH:38]=[CH:39][N:40]=1)=[O:34])(C(C)(C)C)(C)C. The catalyst is C1COCC1.C(OCC)C.Cl. The product is [OH:26][CH2:27][C@H:28]([CH3:55])[O:29][C:30]1[CH:31]=[C:32]([CH:41]=[C:42]([O:44][C:45]2[CH:50]=[CH:49][C:48]([S:51]([CH3:54])(=[O:52])=[O:53])=[CH:47][CH:46]=2)[CH:43]=1)[C:33]([NH:35][C:36]1[S:37][CH:38]=[CH:39][N:40]=1)=[O:34]. The yield is 0.600.